From a dataset of Forward reaction prediction with 1.9M reactions from USPTO patents (1976-2016). Predict the product of the given reaction. (1) Given the reactants [O:1]1[C:5]2[CH:6]=[CH:7][CH:8]=[C:9]([O:10]C=O)[C:4]=2[O:3][CH2:2]1.[OH-].[K+].Cl, predict the reaction product. The product is: [O:1]1[C:5]2[CH:6]=[CH:7][CH:8]=[C:9]([OH:10])[C:4]=2[O:3][CH2:2]1. (2) Given the reactants F[C:2]1[CH:7]=[CH:6][CH:5]=[CH:4][C:3]=1[N:8]1[C:16]2[C:11](=[CH:12][C:13](I)=[CH:14][CH:15]=2)[CH:10]=[N:9]1.[CH3:18][C@H:19]([NH2:28])[C@H:20]([OH:27])[C:21]1[CH:26]=[CH:25][CH:24]=[CH:23][CH:22]=1.C(=O)([O-])[O-].[Cs+].[Cs+].C(O)(C(F)(F)[F:38])=O, predict the reaction product. The product is: [F:38][C:6]1[CH:5]=[CH:4][C:3]([N:8]2[C:16]3[C:11](=[CH:12][C:13]([O:27][C@H:20]([C:21]4[CH:22]=[CH:23][CH:24]=[CH:25][CH:26]=4)[C@@H:19]([NH2:28])[CH3:18])=[CH:14][CH:15]=3)[CH:10]=[N:9]2)=[CH:2][CH:7]=1. (3) Given the reactants [CH3:1][C:2]1[CH:10]=[CH:9][C:8]2[N:7]([CH2:11][CH:12]([C:14]3[CH:19]=[CH:18][N:17]=[CH:16][CH:15]=3)[OH:13])[C:6]3[CH2:20][CH2:21][NH:22][CH2:23][C:5]=3[C:4]=2[CH:3]=1.Br[CH2:25][CH2:26][S:27]([O-:30])(=[O:29])=[O:28].[Na+].C(=O)(O)[O-].[Na+].[I-].[K+], predict the reaction product. The product is: [OH:13][CH:12]([C:14]1[CH:19]=[CH:18][N:17]=[CH:16][CH:15]=1)[CH2:11][N:7]1[C:8]2[CH:9]=[CH:10][C:2]([CH3:1])=[CH:3][C:4]=2[C:5]2[CH2:23][N:22]([CH2:25][CH2:26][S:27]([OH:30])(=[O:29])=[O:28])[CH2:21][CH2:20][C:6]1=2. (4) Given the reactants [F:1][C:2]([F:7])([F:6])[C:3]([NH2:5])=[O:4].CC(C)([O-])C.[Na+].BrN1C(C)(C)C(=O)N(Br)C1=O.[Cl:25][C:26]1[N:31]=[C:30]([NH:32][C:33]2[CH:38]=[C:37]([C:39]3[CH:44]=[CH:43][C:42]([F:45])=[CH:41][C:40]=3[O:46][CH3:47])[C:36]([F:48])=[CH:35][N:34]=2)[CH:29]=[C:28]([CH2:49][S:50][CH3:51])[CH:27]=1.S([O-])([O-])=O.[Na+].[Na+], predict the reaction product. The product is: [Cl:25][C:26]1[CH:27]=[C:28]([CH2:49][S:50]([CH3:51])=[N:5][C:3](=[O:4])[C:2]([F:7])([F:6])[F:1])[CH:29]=[C:30]([NH:32][C:33]2[CH:38]=[C:37]([C:39]3[CH:44]=[CH:43][C:42]([F:45])=[CH:41][C:40]=3[O:46][CH3:47])[C:36]([F:48])=[CH:35][N:34]=2)[N:31]=1. (5) Given the reactants [CH3:1][C:2]([CH3:10])([CH3:9])[CH2:3][C:4](=[O:8])[CH2:5][C:6]#[N:7].[C:11]1([CH3:19])[CH:16]=[CH:15][C:14]([CH:17]=O)=[CH:13][CH:12]=1.N1CCCCC1.C(O)(=O)C, predict the reaction product. The product is: [CH3:1][C:2]([CH3:10])([CH3:9])[CH2:3][C:4]([C:5](=[CH:19][C:11]1[CH:16]=[CH:15][C:14]([CH3:17])=[CH:13][CH:12]=1)[C:6]#[N:7])=[O:8].